Predict the reactants needed to synthesize the given product. From a dataset of Full USPTO retrosynthesis dataset with 1.9M reactions from patents (1976-2016). (1) Given the product [CH:20]([NH:21][C@H:10]1[CH2:11][CH2:12][C@H:7]([C:1]2[CH:6]=[CH:5][CH:4]=[CH:3][CH:2]=2)[CH2:8][CH2:9]1)([C:22]1[CH:23]=[CH:24][CH:25]=[CH:26][CH:27]=1)[C:14]1[CH:19]=[CH:18][CH:17]=[CH:16][CH:15]=1, predict the reactants needed to synthesize it. The reactants are: [C:1]1([CH:7]2[CH2:12][CH2:11][C:10](=O)[CH2:9][CH2:8]2)[CH:6]=[CH:5][CH:4]=[CH:3][CH:2]=1.[C:14]1([CH:20]([C:22]2[CH:27]=[CH:26][CH:25]=[CH:24][CH:23]=2)[NH2:21])[CH:19]=[CH:18][CH:17]=[CH:16][CH:15]=1.C(O[BH-](OC(=O)C)OC(=O)C)(=O)C.[Na+]. (2) The reactants are: Cl[C:2]1[CH:11]=[CH:10][C:5]([C:6]([O:8][CH3:9])=[O:7])=[CH:4][N:3]=1.[NH:12]1[CH2:17][CH2:16][O:15][CH2:14][CH2:13]1. Given the product [N:12]1([C:2]2[CH:11]=[CH:10][C:5]([C:6]([O:8][CH3:9])=[O:7])=[CH:4][N:3]=2)[CH2:17][CH2:16][O:15][CH2:14][CH2:13]1, predict the reactants needed to synthesize it. (3) Given the product [NH2:1][C:2]1[N:10]=[C:9]([NH2:11])[CH:8]=[CH:7][C:3]=1[C:4]([NH:56][CH2:55][C:54]1[CH:53]=[CH:52][C:51]([O:50][CH2:49][C:48]2[CH:59]=[CH:60][CH:61]=[CH:62][C:47]=2[F:46])=[CH:58][CH:57]=1)=[O:6], predict the reactants needed to synthesize it. The reactants are: [NH2:1][C:2]1[N:10]=[C:9]([NH2:11])[CH:8]=[CH:7][C:3]=1[C:4]([OH:6])=O.C(N(CC)CC)C.F[P-](F)(F)(F)(F)F.N1(O[P+](N(C)C)(N(C)C)N(C)C)C2C=CC=CC=2N=N1.[F:46][C:47]1[CH:62]=[CH:61][CH:60]=[CH:59][C:48]=1[CH2:49][O:50][C:51]1[CH:58]=[CH:57][C:54]([CH2:55][NH2:56])=[CH:53][CH:52]=1.